Dataset: Catalyst prediction with 721,799 reactions and 888 catalyst types from USPTO. Task: Predict which catalyst facilitates the given reaction. Product: [Br:22][C:2]1[CH:3]=[C:4]([C:8]([OH:17])([C:13]([F:16])([F:15])[F:14])[C:9]([F:12])([F:11])[F:10])[CH:5]=[CH:6][CH:7]=1. The catalyst class is: 6. Reactant: N[C:2]1[CH:3]=[C:4]([C:8]([OH:17])([C:13]([F:16])([F:15])[F:14])[C:9]([F:12])([F:11])[F:10])[CH:5]=[CH:6][CH:7]=1.N([O-])=O.[Na+].[BrH:22].